From a dataset of Full USPTO retrosynthesis dataset with 1.9M reactions from patents (1976-2016). Predict the reactants needed to synthesize the given product. (1) Given the product [CH2:13]([N:20]1[C:21]2[C:30]3[CH:29]=[CH:28][CH:27]=[CH:26][C:25]=3[N:24]=[CH:23][C:22]=2[N:31]=[C:1]1[SH:2])[C:14]1[CH:15]=[CH:16][CH:17]=[CH:18][CH:19]=1, predict the reactants needed to synthesize it. The reactants are: [C:1](N1C=CN=C1)(N1C=CN=C1)=[S:2].[CH2:13]([NH:20][C:21]1[C:30]2[C:25](=[CH:26][CH:27]=[CH:28][CH:29]=2)[N:24]=[CH:23][C:22]=1[NH2:31])[C:14]1[CH:19]=[CH:18][CH:17]=[CH:16][CH:15]=1. (2) The reactants are: [CH2:1]([N:8]1[CH2:12][C@H:11]2[C@H:13]([NH2:16])[CH2:14][CH2:15][C@H:10]2[CH2:9]1)[C:2]1[CH:7]=[CH:6][CH:5]=[CH:4][CH:3]=1.[CH3:17][C:18]([C:23]1[CH:28]=[CH:27][CH:26]=[CH:25][CH:24]=1)([CH3:22])[C:19](O)=[O:20].C1([C@H](CC)C(O)=O)C=CC=CC=1. Given the product [CH2:1]([N:8]1[CH2:12][C@@H:11]2[C@@H:13]([NH:16][C:19](=[O:20])[C:18]([CH3:17])([C:23]3[CH:28]=[CH:27][CH:26]=[CH:25][CH:24]=3)[CH3:22])[CH2:14][CH2:15][C@@H:10]2[CH2:9]1)[C:2]1[CH:3]=[CH:4][CH:5]=[CH:6][CH:7]=1, predict the reactants needed to synthesize it. (3) Given the product [CH:20]([O:23][C:24](=[O:28])[C@@H:25]([NH:26][P@@:14]([O:11][C:7]1[C:6]([F:12])=[C:5]2[C:10](=[CH:9][CH:8]=1)[N:2]([CH3:1])[C:3]([CH3:13])=[CH:4]2)([O:49][CH2:48][C@@H:45]1[C@@H:46]([OH:47])[C@:42]([F:41])([CH3:58])[C@H:43]([N:50]2[CH:57]=[CH:56][C:54](=[O:55])[NH:53][C:51]2=[O:52])[O:44]1)=[O:15])[CH3:27])([CH3:22])[CH3:21], predict the reactants needed to synthesize it. The reactants are: [CH3:1][N:2]1[C:10]2[C:5](=[C:6]([F:12])[C:7]([OH:11])=[CH:8][CH:9]=2)[CH:4]=[C:3]1[CH3:13].[P:14](Cl)(Cl)(Cl)=[O:15].Cl.[CH:20]([O:23][C:24](=[O:28])[C@H:25]([CH3:27])[NH2:26])([CH3:22])[CH3:21].FC1C(O)=C(F)C(F)=C(F)C=1F.[F:41][C@:42]1([CH3:58])[C@H:46]([OH:47])[C@@H:45]([CH2:48][OH:49])[O:44][C@H:43]1[N:50]1[CH:57]=[CH:56][C:54](=[O:55])[NH:53][C:51]1=[O:52]. (4) Given the product [C:9]1([CH2:8][N:2]2[C:4]([NH2:7])=[CH:5][CH:6]=[N:3]2)[CH:14]=[CH:13][CH:12]=[CH:11][CH:10]=1, predict the reactants needed to synthesize it. The reactants are: O.[NH2:2][NH2:3].[C:4](#[N:7])[CH:5]=[CH2:6].[CH:8](=O)[C:9]1[CH:14]=[CH:13][CH:12]=[CH:11][CH:10]=1.C(O[Na])CCC. (5) Given the product [F:38][C:32]1[CH:33]=[CH:34][CH:35]=[C:36]([F:37])[C:31]=1[C:11]1[NH:10][C:18]2[C:13]([CH:12]=1)=[CH:14][C:15]([C:19]1[N:20]=[C:21]([C:25]3[CH:30]=[CH:29][N:28]=[N:27][CH:26]=3)[S:22][C:23]=1[CH3:24])=[CH:16][CH:17]=2, predict the reactants needed to synthesize it. The reactants are: C1(S([N:10]2[C:18]3[C:13](=[CH:14][C:15]([C:19]4[N:20]=[C:21]([C:25]5[CH:30]=[CH:29][N:28]=[N:27][CH:26]=5)[S:22][C:23]=4[CH3:24])=[CH:16][CH:17]=3)[CH:12]=[C:11]2[C:31]2[C:36]([F:37])=[CH:35][CH:34]=[CH:33][C:32]=2[F:38])(=O)=O)C=CC=CC=1.C([O-])([O-])=O.[Cs+].[Cs+]. (6) Given the product [CH2:28]([N:14]([C:15]1[CH:20]=[CH:19][CH:18]=[C:17]([O:21][C:22]2[CH:23]=[CH:24][CH:25]=[CH:26][CH:27]=2)[CH:16]=1)[CH2:13][C@H:9]1[CH2:10][CH2:11][CH2:12][NH:8]1)[CH3:29], predict the reactants needed to synthesize it. The reactants are: C(OC([N:8]1[CH2:12][CH2:11][CH2:10][C@@H:9]1[CH2:13][N:14]([CH2:28][CH3:29])[C:15]1[CH:20]=[CH:19][CH:18]=[C:17]([O:21][C:22]2[CH:27]=[CH:26][CH:25]=[CH:24][CH:23]=2)[CH:16]=1)=O)(C)(C)C.FC(F)(F)C(O)=O.[OH-].[Na+]. (7) Given the product [CH:7]([O:10][C:11]1[N:12]=[C:13]([C:27]2[CH:28]=[C:29]3[C:33](=[CH:34][CH:35]=2)[NH:32][N:31]=[C:30]3[C:42]2[N:47]=[C:46]([N:48]3[CH2:49][CH2:50][CH:51]([NH2:54])[CH2:52][CH2:53]3)[CH:45]=[N:44][CH:43]=2)[CH:14]=[N:15][CH:16]=1)([CH3:8])[CH3:9], predict the reactants needed to synthesize it. The reactants are: C(=O)([O-])[O-].[Cs+].[Cs+].[CH:7]([O:10][C:11]1[CH:16]=[N:15][CH:14]=[C:13](B2OC(C)(C)C(C)(C)O2)[N:12]=1)([CH3:9])[CH3:8].Br[C:27]1[CH:28]=[C:29]2[C:33](=[CH:34][CH:35]=1)[N:32](C1CCCCO1)[N:31]=[C:30]2[C:42]1[N:47]=[C:46]([N:48]2[CH2:53][CH2:52][CH:51]([NH:54]C(=O)OC(C)(C)C)[CH2:50][CH2:49]2)[CH:45]=[N:44][CH:43]=1. (8) Given the product [Cl:1][C:2]1[CH:3]=[CH:4][C:5]2[N:11]([C:12](=[O:22])[C:13]3[CH:18]=[CH:17][C:16]([N:19]4[CH2:43][C:38]5[C:37](=[CH:42][CH:41]=[CH:40][CH:39]=5)[CH2:44]4)=[CH:15][C:14]=3[O:20][CH3:21])[CH2:10][CH2:9][CH2:8][CH:7]([CH2:23][C:24]([O:26][CH3:27])=[O:25])[C:6]=2[CH:28]=1, predict the reactants needed to synthesize it. The reactants are: [Cl:1][C:2]1[CH:3]=[CH:4][C:5]2[N:11]([C:12](=[O:22])[C:13]3[CH:18]=[CH:17][C:16]([NH2:19])=[CH:15][C:14]=3[O:20][CH3:21])[CH2:10][CH2:9][CH2:8][CH:7]([CH2:23][C:24]([O:26][CH3:27])=[O:25])[C:6]=2[CH:28]=1.C(=O)([O-])[O-].[Na+].[Na+].[Br-].[Br-].[C:37]1([CH3:44])[C:38]([CH3:43])=[CH:39][CH:40]=[CH:41][CH:42]=1.[I-].[Na+].